From a dataset of Catalyst prediction with 721,799 reactions and 888 catalyst types from USPTO. Predict which catalyst facilitates the given reaction. (1) Reactant: [F:1][C:2]1[CH:18]=[CH:17][C:5]([O:6][C:7]2[CH:12]=[CH:11][C:10]([S:13](O)(=[O:15])=[O:14])=[CH:9][CH:8]=2)=[CH:4][CH:3]=1.S(Cl)([Cl:21])=O. Product: [F:1][C:2]1[CH:18]=[CH:17][C:5]([O:6][C:7]2[CH:12]=[CH:11][C:10]([S:13]([Cl:21])(=[O:15])=[O:14])=[CH:9][CH:8]=2)=[CH:4][CH:3]=1. The catalyst class is: 3. (2) Reactant: [F:1][C:2]([F:28])([F:27])[C:3]1[CH:8]=[CH:7][C:6]([C:9]2[C:10]([C:15]([NH:17][C:18]3[CH:19]=[C:20]([CH:24]=[CH:25][CH:26]=3)[C:21](O)=[O:22])=[O:16])=[CH:11][CH:12]=[CH:13][CH:14]=2)=[CH:5][CH:4]=1.[NH2:29][CH:30]([CH3:41])[C:31]([NH:33][CH2:34][C:35]1[CH:40]=[CH:39][CH:38]=[CH:37][CH:36]=1)=[O:32].CN(C(ON1N=NC2C=CC=CC1=2)=[N+](C)C)C.[B-](F)(F)(F)F.C(N(C(C)C)C(C)C)C. Product: [C:35]1([CH2:34][NH:33][C:31]([CH:30]([NH:29][C:21](=[O:22])[C:20]2[CH:24]=[CH:25][CH:26]=[C:18]([NH:17][C:15]([C:10]3[C:9]([C:6]4[CH:7]=[CH:8][C:3]([C:2]([F:1])([F:27])[F:28])=[CH:4][CH:5]=4)=[CH:14][CH:13]=[CH:12][CH:11]=3)=[O:16])[CH:19]=2)[CH3:41])=[O:32])[CH:40]=[CH:39][CH:38]=[CH:37][CH:36]=1. The catalyst class is: 9. (3) Reactant: [NH2:1][C@@H:2]1[CH2:5][C@H:4]([OH:6])[C:3]1([CH3:8])[CH3:7].Cl[C:10]1[C:15]([C:16]#[N:17])=[CH:14][N:13]=[C:12]([S:18][CH3:19])[N:11]=1.CCN(C(C)C)C(C)C. Product: [OH:6][C@H:4]1[CH2:5][C@@H:2]([NH:1][C:10]2[C:15]([C:16]#[N:17])=[CH:14][N:13]=[C:12]([S:18][CH3:19])[N:11]=2)[C:3]1([CH3:8])[CH3:7]. The catalyst class is: 32. (4) Reactant: [CH3:1][O:2][C:3]1[C:11]2[O:10][CH2:9][CH2:8][C:7]=2[CH:6]=[C:5]([CH:12]=O)[CH:4]=1.[I-].[CH:15]([P+](C1C=CC=CC=1)(C1C=CC=CC=1)C1C=CC=CC=1)([CH3:17])[CH3:16].[H-].[Na+].O. Product: [CH3:1][O:2][C:3]1[C:11]2[O:10][CH2:9][CH2:8][C:7]=2[CH:6]=[C:5]([CH:12]=[C:15]([CH3:17])[CH3:16])[CH:4]=1. The catalyst class is: 7. (5) Reactant: [C:1]1([N:11]2[CH2:16][CH2:15][NH:14][CH2:13][CH2:12]2)[C:10]2[C:5](=[CH:6][CH:7]=[CH:8][CH:9]=2)[CH:4]=[CH:3][CH:2]=1.Br[CH2:18][CH2:19][C:20]1[CH:29]=[CH:28][C:23]2[NH:24][C:25](=[O:27])[O:26][C:22]=2[CH:21]=1.C(N(CC)CC)C.[I-].[Na+]. Product: [C:1]1([N:11]2[CH2:16][CH2:15][N:14]([CH2:18][CH2:19][C:20]3[CH:29]=[CH:28][C:23]4[NH:24][C:25](=[O:27])[O:26][C:22]=4[CH:21]=3)[CH2:13][CH2:12]2)[C:10]2[C:5](=[CH:6][CH:7]=[CH:8][CH:9]=2)[CH:4]=[CH:3][CH:2]=1. The catalyst class is: 8. (6) Reactant: [CH3:1][O:2][C:3]1[CH:4]=[C:5]2[C:10](=[CH:11][C:12]=1[O:13][CH3:14])[N:9]=[CH:8][CH:7]=[C:6]2[O:15][C:16]1[CH:21]=[CH:20][C:19]([OH:22])=[CH:18][C:17]=1[C:23](=[O:25])[CH3:24].[CH2:26](I)[CH3:27].C(=O)([O-])[O-].[K+].[K+]. Product: [CH3:1][O:2][C:3]1[CH:4]=[C:5]2[C:10](=[CH:11][C:12]=1[O:13][CH3:14])[N:9]=[CH:8][CH:7]=[C:6]2[O:15][C:16]1[CH:21]=[CH:20][C:19]([O:22][CH2:26][CH3:27])=[CH:18][C:17]=1[C:23](=[O:25])[CH3:24]. The catalyst class is: 9. (7) Reactant: Cl.[F:2][C:3]1[CH:4]=[C:5]([CH:8]=[CH:9][C:10]=1[NH:11][S:12]([CH3:15])(=[O:14])=[O:13])[CH2:6][NH2:7].[C:16]([C:20]1[N:25]=[C:24]([O:26][CH3:27])[C:23]([CH:28]=[CH:29][C:30](O)=[O:31])=[CH:22][CH:21]=1)([CH3:19])([CH3:18])[CH3:17].CN1C(=O)CCC1. Product: [C:16]([C:20]1[N:25]=[C:24]([O:26][CH3:27])[C:23]([CH:28]=[CH:29][C:30]([NH:7][CH2:6][C:5]2[CH:8]=[CH:9][C:10]([NH:11][S:12]([CH3:15])(=[O:14])=[O:13])=[C:3]([F:2])[CH:4]=2)=[O:31])=[CH:22][CH:21]=1)([CH3:19])([CH3:17])[CH3:18]. The catalyst class is: 1.